From a dataset of Forward reaction prediction with 1.9M reactions from USPTO patents (1976-2016). Predict the product of the given reaction. (1) Given the reactants [CH3:1][N:2]1[CH2:7][CH2:6][N:5]([C:8](=O)[CH3:9])[CH2:4][CH2:3]1.[Li+].CC([N-]C(C)C)C.[Br:19][C:20]1[CH:28]=[CH:27][CH:26]=[C:25]2[C:21]=1[CH2:22][CH2:23][C:24]2=O.[AlH3].N(CC)(C)C, predict the reaction product. The product is: [Br:19][C:20]1[CH:28]=[CH:27][CH:26]=[C:25]2[C:21]=1[CH2:22][CH:23]=[C:24]2[CH2:9][CH2:8][N:5]1[CH2:6][CH2:7][N:2]([CH3:1])[CH2:3][CH2:4]1. (2) The product is: [C:22]([NH:25][C:26]1[CH:31]=[C:30]([C:19]2[C:9]3[N:10]([C:13]4[CH:18]=[CH:17][CH:16]=[CH:15][CH:14]=4)[CH:11]=[N:12][C:8]=3[CH:7]=[C:6]([C:4]([O:3][CH2:1][CH3:2])=[O:5])[CH:20]=2)[CH:29]=[CH:28][CH:27]=1)(=[O:24])[CH3:23]. Given the reactants [CH2:1]([O:3][C:4]([C:6]1[CH:20]=[C:19](I)[C:9]2[N:10]([C:13]3[CH:18]=[CH:17][CH:16]=[CH:15][CH:14]=3)[CH:11]=[N:12][C:8]=2[CH:7]=1)=[O:5])[CH3:2].[C:22]([NH:25][C:26]1[CH:27]=[C:28](B(O)O)[CH:29]=[CH:30][CH:31]=1)(=[O:24])[CH3:23].C(O)CCO.C(=O)([O-])[O-].[K+].[K+], predict the reaction product. (3) Given the reactants [CH2:1]([O:8][C:9]1[CH:10]=[C:11]([C:16]2[N:21]=[C:20]([C:22]([O:24][CH3:25])=[O:23])[CH:19]=[CH:18][C:17]=2OS(C(F)(F)F)(=O)=O)[CH:12]=[CH:13][C:14]=1[Cl:15])[C:2]1[CH:7]=[CH:6][CH:5]=[CH:4][CH:3]=1.[NH:34]1[CH2:38][CH2:37][CH2:36][C:35]1=[O:39].C(=O)([O-])[O-].[Cs+].[Cs+].[NH4+].[Cl-], predict the reaction product. The product is: [CH2:1]([O:8][C:9]1[CH:10]=[C:11]([C:16]2[N:21]=[C:20]([C:22]([O:24][CH3:25])=[O:23])[CH:19]=[CH:18][C:17]=2[N:34]2[CH2:38][CH2:37][CH2:36][C:35]2=[O:39])[CH:12]=[CH:13][C:14]=1[Cl:15])[C:2]1[CH:7]=[CH:6][CH:5]=[CH:4][CH:3]=1. (4) The product is: [CH3:9][C@@H:8]1[CH2:7][CH2:6][CH2:5][N:4]([C:10]([C:12]2[CH:17]=[C:16]([CH3:18])[CH:15]=[CH:14][C:13]=2[C:19]2[N:20]=[CH:21][CH:22]=[CH:23][N:24]=2)=[O:11])[C@@H:3]1[CH2:2][NH:1][C:26]1[N:31]=[CH:30][C:29]([C:32]([F:35])([F:34])[F:33])=[CH:28][N:27]=1. Given the reactants [NH2:1][CH2:2][C@@H:3]1[C@H:8]([CH3:9])[CH2:7][CH2:6][CH2:5][N:4]1[C:10]([C:12]1[CH:17]=[C:16]([CH3:18])[CH:15]=[CH:14][C:13]=1[C:19]1[N:24]=[CH:23][CH:22]=[CH:21][N:20]=1)=[O:11].Cl[C:26]1[N:31]=[CH:30][C:29]([C:32]([F:35])([F:34])[F:33])=[CH:28][N:27]=1, predict the reaction product. (5) Given the reactants Cl[C:2]1[N:6]([CH3:7])[N:5]=[C:4]([CH:8]([F:10])[F:9])[C:3]=1[CH:11]=[O:12].[Cl:13][C:14]1[CH:19]=[CH:18][C:17]([OH:20])=[CH:16][CH:15]=1.C(=O)([O-])[O-:22].[K+].[K+], predict the reaction product. The product is: [Cl:13][C:14]1[CH:19]=[CH:18][C:17]([O:20][C:2]2[N:6]([CH3:7])[N:5]=[C:4]([CH:8]([F:10])[F:9])[C:3]=2[C:11]([OH:12])=[O:22])=[CH:16][CH:15]=1. (6) Given the reactants I[C:2]1[CH:3]=[CH:4][C:5]2[N:6]([CH:8]=[C:9]([NH:11][C:12]([CH:14]3[CH2:16][CH2:15]3)=[O:13])[N:10]=2)[N:7]=1.[CH3:17][O:18][CH2:19][CH2:20][O:21][CH2:22][C:23]1[CH:24]=[CH:25][C:26]2[N:27]([C:29]([SH:32])=[N:30][N:31]=2)[CH:28]=1.BrC1C=CC2N(C(SC3C=CC4N(C=C(NC(C5CC5)=O)N=4)N=3)=NN=2)C=1, predict the reaction product. The product is: [CH3:17][O:18][CH2:19][CH2:20][O:21][CH2:22][C:23]1[CH:24]=[CH:25][C:26]2[N:27]([C:29]([S:32][C:2]3[CH:3]=[CH:4][C:5]4[N:6]([CH:8]=[C:9]([NH:11][C:12]([CH:14]5[CH2:16][CH2:15]5)=[O:13])[N:10]=4)[N:7]=3)=[N:30][N:31]=2)[CH:28]=1.